Dataset: Catalyst prediction with 721,799 reactions and 888 catalyst types from USPTO. Task: Predict which catalyst facilitates the given reaction. Reactant: [CH2:1]([O:3][C:4]([C:6]1[C:15]2[C:10](=[CH:11][C:12]([C:17]#[CH:18])=[C:13]([CH3:16])[CH:14]=2)[C:9]([CH3:20])([CH3:19])[CH2:8][CH:7]=1)=[O:5])[CH3:2].[CH3:21][O:22][C:23](=[O:33])[CH2:24][C:25]1[CH:30]=[CH:29][C:28](I)=[CH:27][C:26]=1[F:32].C(N(CC)CC)C.C(OCC)(=O)C. Product: [CH2:1]([O:3][C:4]([C:6]1[C:15]2[C:10](=[CH:11][C:12]([C:17]#[C:18][C:28]3[CH:29]=[CH:30][C:25]([CH2:24][C:23]([O:22][CH3:21])=[O:33])=[C:26]([F:32])[CH:27]=3)=[C:13]([CH3:16])[CH:14]=2)[C:9]([CH3:19])([CH3:20])[CH2:8][CH:7]=1)=[O:5])[CH3:2]. The catalyst class is: 730.